This data is from Full USPTO retrosynthesis dataset with 1.9M reactions from patents (1976-2016). The task is: Predict the reactants needed to synthesize the given product. (1) Given the product [CH2:1]([O:4][C:5]1([CH3:38])[CH2:10][CH2:9][N:8]([C:11]2[N:16]3[CH:17]=[C:18]([C:20]4[CH:21]=[C:22]([C:41]5[C:42]([O:47][C@H:48]([CH2:50][CH:51]=[CH2:52])[CH3:49])=[CH:43][CH:44]=[C:45]([F:46])[C:40]=5[F:39])[CH:23]=[CH:24][CH:25]=4)[N:19]=[C:15]3[CH:14]=[C:13]([CH3:27])[C:12]=2[C@H:28]([O:33][C:34]([CH3:37])([CH3:36])[CH3:35])[C:29]([O:31][CH3:32])=[O:30])[CH2:7][CH2:6]1)[CH:2]=[CH2:3], predict the reactants needed to synthesize it. The reactants are: [CH2:1]([O:4][C:5]1([CH3:38])[CH2:10][CH2:9][N:8]([C:11]2[N:16]3[CH:17]=[C:18]([C:20]4[CH:25]=[CH:24][CH:23]=[C:22](Br)[CH:21]=4)[N:19]=[C:15]3[CH:14]=[C:13]([CH3:27])[C:12]=2[C@H:28]([O:33][C:34]([CH3:37])([CH3:36])[CH3:35])[C:29]([O:31][CH3:32])=[O:30])[CH2:7][CH2:6]1)[CH:2]=[CH2:3].[F:39][C:40]1[C:45]([F:46])=[CH:44][CH:43]=[C:42]([O:47][C@H:48]([CH2:50][CH:51]=[CH2:52])[CH3:49])[C:41]=1B1OC(=O)CN(C)CC(=O)O1.C(OC1(C)CCN(C2N3C=C(C4C=C(C5C=C(F)C(F)=CC=5O[C@H](CC=C)C)C=CC=4)N=C3C(C)=C(C)C=2[C@H](OC(C)(C)C)C(OC)=O)CC1)C=C. (2) Given the product [F:45][C:42]([F:43])([F:44])[C:40]1[CH:39]=[CH:38][C:36]2[NH:37][C:33]([C:30]3[CH:29]=[CH:28][C:6]([N:8]4[CH2:9][CH2:10][CH:11]([O:14][C:15]5[CH:24]=[C:19]([C:20]([O:22][CH3:23])=[O:21])[CH:18]=[N:17][CH:16]=5)[CH2:12][CH2:13]4)=[N:32][CH:31]=3)=[N:34][C:35]=2[CH:41]=1, predict the reactants needed to synthesize it. The reactants are: C(O[C:6]([N:8]1[CH2:13][CH2:12][CH:11]([O:14][C:15]2[CH:16]=[N:17][CH:18]=[C:19]([CH:24]=2)[C:20]([O:22][CH3:23])=[O:21])[CH2:10][CH2:9]1)=O)(C)(C)C.Cl.FC1[N:32]=[CH:31][C:30]([C:33]2[NH:37][C:36]3[CH:38]=[CH:39][C:40]([C:42]([F:45])([F:44])[F:43])=[CH:41][C:35]=3[N:34]=2)=[CH:29][CH:28]=1.C(=O)(O)[O-].[Na+]. (3) Given the product [Cl:1][C:2]1[N:7]=[C:6]([C:8]2[CH:13]=[CH:12][CH:11]=[CH:10][CH:9]=2)[N:5]=[C:4]([C:14]([NH:16][C:17]2[CH:22]=[CH:21][CH:20]=[CH:19][C:18]=2[C:23]2[S:24][C:25]([CH2:28][CH:34]([CH3:39])[CH3:35])=[N:26][N:27]=2)=[O:15])[CH:3]=1, predict the reactants needed to synthesize it. The reactants are: [Cl:1][C:2]1[N:7]=[C:6]([C:8]2[CH:13]=[CH:12][CH:11]=[CH:10][CH:9]=2)[N:5]=[C:4]([C:14]([NH:16][C:17]2[CH:22]=[CH:21][CH:20]=[CH:19][C:18]=2[C:23]2[S:24][C:25]([C:28]3C=CC=CC=3)=[N:26][N:27]=2)=[O:15])[CH:3]=1.[C:34]1(C2SC(C3C=CC=CC=3N)=NN=2)[CH:39]=CC=C[CH:35]=1. (4) Given the product [Br:27][C:25]1[CH:26]=[C:21]2[C:22](=[CH:23][CH:24]=1)[O:28][C:15]([C:16]([F:18])([F:19])[F:17])=[CH:14]/[C:13]/2=[N:12]/[CH2:5][C:6]1[CH:7]=[CH:8][CH:9]=[CH:10][CH:11]=1, predict the reactants needed to synthesize it. The reactants are: CCO.Cl.[CH2:5]([NH:12]/[C:13](/[C:21]1[CH:26]=[C:25]([Br:27])[CH:24]=[CH:23][C:22]=1[OH:28])=[CH:14]\[C:15](=O)[C:16]([F:19])([F:18])[F:17])[C:6]1[CH:11]=[CH:10][CH:9]=[CH:8][CH:7]=1.